Predict which catalyst facilitates the given reaction. From a dataset of Catalyst prediction with 721,799 reactions and 888 catalyst types from USPTO. (1) Reactant: [CH3:1][C:2]1([CH3:9])[C:6]([CH3:8])([CH3:7])[O:5][BH:4][O:3]1.[CH2:10]([N:12]([CH2:15][CH3:16])[CH2:13][CH3:14])[CH3:11].O.[O:18]1[CH2:23][CH2:22]OCC1. Product: [N:12]1([CH2:15][CH2:16][O:18][C:23]2[CH:22]=[CH:7][C:6]([B:4]3[O:5][C:6]([CH3:8])([CH3:7])[C:2]([CH3:9])([CH3:1])[O:3]3)=[CH:2][CH:1]=2)[CH2:13][CH2:14][CH2:11][CH2:10]1. The catalyst class is: 235. (2) Reactant: [Br:1][C:2]1[CH:10]=[CH:9][C:8]([I:11])=[CH:7][C:3]=1[C:4](O)=[O:5].C(Cl)(=O)C([Cl:15])=O. Product: [Br:1][C:2]1[CH:10]=[CH:9][C:8]([I:11])=[CH:7][C:3]=1[C:4]([Cl:15])=[O:5]. The catalyst class is: 120. (3) Reactant: Br[C:2]1[CH:7]=[CH:6][C:5]([S:8]([NH:11][C:12]2[CH:17]=[CH:16][C:15]([Cl:18])=[CH:14][C:13]=2[C:19]([C:21]2[CH:22]=[N:23][C:24]([CH3:27])=[CH:25][CH:26]=2)=[O:20])(=[O:10])=[O:9])=[CH:4][C:3]=1[F:28].O.[O-]P([O-])([O-])=O.[K+].[K+].[K+].C1(P(C2C=CC=CC=2)C2C=CC3C(=CC=CC=3)C=2C2C3C(=CC=CC=3)C=CC=2P(C2C=CC=CC=2)C2C=CC=CC=2)C=CC=CC=1.[NH:84]1[CH2:89][CH2:88][O:87][CH2:86][CH2:85]1. Product: [Cl:18][C:15]1[CH:16]=[CH:17][C:12]([NH:11][S:8]([C:5]2[CH:6]=[CH:7][C:2]([N:84]3[CH2:89][CH2:88][O:87][CH2:86][CH2:85]3)=[C:3]([F:28])[CH:4]=2)(=[O:10])=[O:9])=[C:13]([C:19]([C:21]2[CH:22]=[N:23][C:24]([CH3:27])=[CH:25][CH:26]=2)=[O:20])[CH:14]=1. The catalyst class is: 394.